Dataset: M1 muscarinic receptor antagonist screen with 61,756 compounds. Task: Binary Classification. Given a drug SMILES string, predict its activity (active/inactive) in a high-throughput screening assay against a specified biological target. (1) The drug is Brc1ccc(C2C3=C(Nc4[nH]c(=S)[nH]c(=O)c24)CCCC3=O)cc1. The result is 0 (inactive). (2) The molecule is O=C(Nc1c(OCC)ccc(OCC)c1)CN1CCN(CC1)c1c(ccc(c1)C)C. The result is 0 (inactive). (3) The drug is S(c1nc(nc2n(c(=O)n(c(=O)c12)C)C)CC)Cc1ncccc1. The result is 0 (inactive). (4) The compound is S1(=O)(=O)N=C(NCC(CNC(=O)CN2C(=O)c3c(C2=O)cccc3)(C)C)c2c1cccc2. The result is 0 (inactive). (5) The molecule is O(c1c(NC=2N(C(=O)CN2)CC=C)ccc(OC)c1)C. The result is 0 (inactive). (6) The drug is O=c1[nH]c(=O)n(c2nc(N3CCN(CC3)C)n(c12)Cc1c2c(ccc1)cccc2)C. The result is 0 (inactive).